From a dataset of hERG Central: cardiac toxicity at 1µM, 10µM, and general inhibition. Predict hERG channel inhibition at various concentrations. (1) The molecule is CCOc1ccc(NC(=O)CN2CCN(CC(=O)Nc3ccc(F)cc3)CC2)cc1. Results: hERG_inhib (hERG inhibition (general)): blocker. (2) Results: hERG_inhib (hERG inhibition (general)): blocker. The molecule is Cc1onc(-c2ccccc2Cl)c1C(=O)Nc1cccc(-c2nc3ncccn3c2C)c1. (3) The drug is COc1ccc(C(=O)/C=C/c2ccc(OC)c(CN3CCOCC3)c2)cc1. Results: hERG_inhib (hERG inhibition (general)): blocker.